From a dataset of Catalyst prediction with 721,799 reactions and 888 catalyst types from USPTO. Predict which catalyst facilitates the given reaction. Reactant: C(=O)([O-])[O-].[K+].[K+].CN(C)C=O.[CH:12]1[C:17]([N+:18]([O-:20])=[O:19])=[CH:16][CH:15]=[C:14]([OH:21])[CH:13]=1.Br[CH2:23][CH:24]=[CH2:25]. Product: [N+:18]([C:17]1[CH:16]=[CH:15][C:14]([O:21][CH2:25][CH:24]=[CH2:23])=[CH:13][CH:12]=1)([O-:20])=[O:19]. The catalyst class is: 11.